This data is from Peptide-MHC class II binding affinity with 134,281 pairs from IEDB. The task is: Regression. Given a peptide amino acid sequence and an MHC pseudo amino acid sequence, predict their binding affinity value. This is MHC class II binding data. (1) The peptide sequence is AFKVAATAANAACAN. The MHC is HLA-DPA10201-DPB11401 with pseudo-sequence HLA-DPA10201-DPB11401. The binding affinity (normalized) is 0.713. (2) The peptide sequence is KRFFLPVFSDEVLAG. The binding affinity (normalized) is 0.598. The MHC is H-2-IAb with pseudo-sequence H-2-IAb. (3) The peptide sequence is LVKFVAGDGDVVAVD. The MHC is HLA-DQA10102-DQB10602 with pseudo-sequence HLA-DQA10102-DQB10602. The binding affinity (normalized) is 0.167. (4) The MHC is DRB1_0301 with pseudo-sequence DRB1_0301. The peptide sequence is KAAMGLRISSSFSFG. The binding affinity (normalized) is 0.425. (5) The peptide sequence is AFILDGDNLFPKV. The MHC is DRB1_1501 with pseudo-sequence DRB1_1501. The binding affinity (normalized) is 0.118.